This data is from Full USPTO retrosynthesis dataset with 1.9M reactions from patents (1976-2016). The task is: Predict the reactants needed to synthesize the given product. The reactants are: O.NN.C1(=O)[N:8]([CH2:9][CH2:10][CH2:11][P:12](=[O:19])([O:16][CH2:17][CH3:18])[O:13][CH2:14][CH3:15])C(=O)C2=CC=CC=C12. Given the product [NH2:8][CH2:9][CH2:10][CH2:11][P:12](=[O:19])([O:13][CH2:14][CH3:15])[O:16][CH2:17][CH3:18], predict the reactants needed to synthesize it.